From a dataset of Catalyst prediction with 721,799 reactions and 888 catalyst types from USPTO. Predict which catalyst facilitates the given reaction. (1) Reactant: Cl[C:2]1[CH:7]=[CH:6][N:5]=[C:4]([C:8]([N:10]2[C:18]3[C:13](=[CH:14][CH:15]=[CH:16][CH:17]=3)[CH2:12][CH2:11]2)=[O:9])[CH:3]=1.C(=O)([O-])[O-].[K+].[K+].[NH:25]1[CH2:30][CH2:29][CH:28]([N:31]2[CH2:37][CH2:36][C:35]3[CH:38]=[CH:39][CH:40]=[CH:41][C:34]=3[NH:33][C:32]2=[O:42])[CH2:27][CH2:26]1. Product: [N:10]1([C:8]([C:4]2[CH:3]=[C:2]([N:25]3[CH2:26][CH2:27][CH:28]([N:31]4[CH2:37][CH2:36][C:35]5[CH:38]=[CH:39][CH:40]=[CH:41][C:34]=5[NH:33][C:32]4=[O:42])[CH2:29][CH2:30]3)[CH:7]=[CH:6][N:5]=2)=[O:9])[C:18]2[C:13](=[CH:14][CH:15]=[CH:16][CH:17]=2)[CH2:12][CH2:11]1. The catalyst class is: 1. (2) Reactant: FC(F)(F)C(O)=O.C(OC(=O)[NH:14][C:15]1[N:20]=[CH:19][C:18]([C:21]2[N:29]=[C:28]3[C:24]([N:25]=[C:26]([N:35]4[CH2:40][CH2:39][N:38]([C:41](=[O:47])[C:42]([N:44]([CH3:46])[CH3:45])=[O:43])[CH2:37][CH2:36]4)[N:27]3[CH2:30][C:31]([F:34])([F:33])[F:32])=[C:23]([N:48]3[CH2:53][CH2:52][O:51][CH2:50][CH2:49]3)[N:22]=2)=[CH:17][N:16]=1)(C)(C)C. Product: [NH2:14][C:15]1[N:20]=[CH:19][C:18]([C:21]2[N:29]=[C:28]3[C:24]([N:25]=[C:26]([N:35]4[CH2:36][CH2:37][N:38]([C:41](=[O:47])[C:42]([N:44]([CH3:46])[CH3:45])=[O:43])[CH2:39][CH2:40]4)[N:27]3[CH2:30][C:31]([F:33])([F:34])[F:32])=[C:23]([N:48]3[CH2:49][CH2:50][O:51][CH2:52][CH2:53]3)[N:22]=2)=[CH:17][N:16]=1. The catalyst class is: 11. (3) Reactant: [CH2:1]([O:23][C:24]1[CH:25]=[C:26]([CH:29]=[C:30]([O:32][CH2:33][CH2:34][CH2:35][CH2:36][CH2:37][CH2:38][CH2:39][CH2:40][CH2:41][CH2:42][CH2:43][CH2:44][CH2:45][CH2:46][CH2:47][CH2:48][CH2:49][CH2:50][CH2:51][CH2:52][CH2:53][CH3:54])[CH:31]=1)[CH2:27]Cl)[CH2:2][CH2:3][CH2:4][CH2:5][CH2:6][CH2:7][CH2:8][CH2:9][CH2:10][CH2:11][CH2:12][CH2:13][CH2:14][CH2:15][CH2:16][CH2:17][CH2:18][CH2:19][CH2:20][CH2:21][CH3:22].O[C:56]1[CH:63]=[C:62]([O:64][CH3:65])[CH:61]=[CH:60][C:57]=1[CH:58]=[O:59].C(=O)([O-])[O-].[K+].[K+]. Product: [CH2:1]([O:23][C:24]1[CH:25]=[C:26]([CH:29]=[C:30]([O:32][CH2:33][CH2:34][CH2:35][CH2:36][CH2:37][CH2:38][CH2:39][CH2:40][CH2:41][CH2:42][CH2:43][CH2:44][CH2:45][CH2:46][CH2:47][CH2:48][CH2:49][CH2:50][CH2:51][CH2:52][CH2:53][CH3:54])[CH:31]=1)[CH2:27][C:56]1[CH:63]=[C:62]([O:64][CH3:65])[CH:61]=[CH:60][C:57]=1[CH:58]=[O:59])[CH2:2][CH2:3][CH2:4][CH2:5][CH2:6][CH2:7][CH2:8][CH2:9][CH2:10][CH2:11][CH2:12][CH2:13][CH2:14][CH2:15][CH2:16][CH2:17][CH2:18][CH2:19][CH2:20][CH2:21][CH3:22]. The catalyst class is: 3. (4) Reactant: C(NC(C)C)(C)C.C([Li])CCC.[CH3:13][C:14]1[CH:19]=[CH:18][N:17]=[C:16]([S:20][CH3:21])[N:15]=1.[C:22](OC)(=[O:26])[CH:23]([CH3:25])[CH3:24]. Product: [CH3:24][CH:23]([CH3:25])[C:22](=[O:26])[CH2:13][C:14]1[CH:19]=[CH:18][N:17]=[C:16]([S:20][CH3:21])[N:15]=1. The catalyst class is: 134. (5) The catalyst class is: 10. Product: [F:1][C:2]1[CH:3]=[C:4]2[C:8](=[CH:9][CH:10]=1)[N:7]([CH2:15][C:16]([OH:17])([CH3:19])[CH3:18])[N:6]=[C:5]2[C:11]([OH:13])=[O:12]. Reactant: [F:1][C:2]1[CH:3]=[C:4]2[C:8](=[CH:9][CH:10]=1)[NH:7][N:6]=[C:5]2[C:11]([O:13]C)=[O:12].[CH3:15][C:16]1([CH3:19])[CH2:18][O:17]1.C([O-])([O-])=O.[Cs+].[Cs+]. (6) Reactant: [F:1][C:2]([F:16])([F:15])[S:3]([O:6][C:7]1[CH:12]=[CH:11][C:10]([CH2:13]O)=[CH:9][N:8]=1)(=[O:5])=[O:4].S(Cl)([Cl:19])=O. Product: [F:1][C:2]([F:16])([F:15])[S:3]([O:6][C:7]1[CH:12]=[CH:11][C:10]([CH2:13][Cl:19])=[CH:9][N:8]=1)(=[O:5])=[O:4]. The catalyst class is: 4.